Dataset: Forward reaction prediction with 1.9M reactions from USPTO patents (1976-2016). Task: Predict the product of the given reaction. (1) Given the reactants [CH2:1]1[C:9]2[C:4](=[CH:5][CH:6]=[CH:7][CH:8]=2)[CH2:3][C:2]1=O.[C-:11]#[N:12].[Na+].[C:14](=[O:17])([O-])[O-].[NH4+:18].[NH4+].[OH2:20], predict the reaction product. The product is: [CH2:1]1[C:9]2[C:4](=[CH:5][CH:6]=[CH:7][CH:8]=2)[CH2:3][C:2]21[C:11](=[O:20])[NH:12][C:14](=[O:17])[NH:18]2. (2) The product is: [Br:1][C:2]1[CH:3]=[C:4]2[C:9](=[CH:10][CH:11]=1)[O:8][CH2:7][C:6](=[O:23])[CH2:5]2. Given the reactants [Br:1][C:2]1[CH:3]=[C:4]2[C:9](=[CH:10][CH:11]=1)[O:8][CH2:7][CH2:6][C:5]2=O.[BH4-].[Na+].CC1C=CC(S(O)(=O)=[O:23])=CC=1.BrC1C=C2C(=CC=1)OCC=C2.C[N+]1([O-])CCOCC1, predict the reaction product.